From a dataset of Reaction yield outcomes from USPTO patents with 853,638 reactions. Predict the reaction yield, written as a fraction of the theoretical maximum amount of product (1.0 means a 100% yield; for example, 0.34 means a 34% yield). (1) The catalyst is ClCCCl. The reactants are [CH3:1][CH:2]([CH2:7][N:8]1[CH2:13][CH2:12][CH2:11][CH2:10][CH2:9]1)[CH2:3][C:4]([OH:6])=[O:5].C1N=CN(C(N2C=NC=C2)=O)C=1.[F:26][C:27]1[CH:28]=[C:29]([C:33]2[CH:34]=[C:35]([NH2:38])[NH:36][N:37]=2)[CH:30]=[N:31][CH:32]=1. The yield is 0.500. The product is [CH:4]([OH:6])=[O:5].[F:26][C:27]1[CH:28]=[C:29]([C:33]2[CH:34]=[C:35]([NH:38][C:4](=[O:6])[CH2:3][CH:2]([CH3:1])[CH2:7][N:8]3[CH2:13][CH2:12][CH2:11][CH2:10][CH2:9]3)[NH:36][N:37]=2)[CH:30]=[N:31][CH:32]=1. (2) The reactants are [C:1]([C:5]1[CH:10]=[CH:9][CH:8]=[CH:7][C:6]=1[CH2:11][CH2:12][OH:13])([CH3:4])([CH3:3])[CH3:2].[C:14]1([CH3:24])[CH:19]=[CH:18][C:17]([S:20](Cl)(=[O:22])=[O:21])=[CH:16][CH:15]=1. The catalyst is C(Cl)Cl. The product is [CH3:24][C:14]1[CH:19]=[CH:18][C:17]([S:20]([O:13][CH2:12][CH2:11][C:6]2[CH:7]=[CH:8][CH:9]=[CH:10][C:5]=2[C:1]([CH3:4])([CH3:2])[CH3:3])(=[O:22])=[O:21])=[CH:16][CH:15]=1. The yield is 0.660. (3) The reactants are [Cl:1][C:2]1[N:3]=[C:4]([C:9]([NH:11][C@H:12]2[CH2:17][CH2:16][N:15]([C:18]3[O:19][C:20]([CH2:30][CH3:31])=[C:21]([C:23]([O:25]CCCC)=[O:24])[N:22]=3)[CH2:14][C@H:13]2[O:32][CH2:33][CH2:34][CH3:35])=[O:10])[NH:5][C:6]=1[CH2:7][CH3:8].[OH-].[Li+].CO. The catalyst is C1COCC1. The product is [Cl:1][C:2]1[N:3]=[C:4]([C:9]([NH:11][C@H:12]2[CH2:17][CH2:16][N:15]([C:18]3[O:19][C:20]([CH2:30][CH3:31])=[C:21]([C:23]([OH:25])=[O:24])[N:22]=3)[CH2:14][C@H:13]2[O:32][CH2:33][CH2:34][CH3:35])=[O:10])[NH:5][C:6]=1[CH2:7][CH3:8]. The yield is 0.670. (4) The catalyst is CN(C)C=O. The reactants are [F:1][C:2]1[CH:3]=[C:4]([N:21]2[CH2:25][C@H:24]([CH2:26][NH:27][C:28](=[O:30])[CH3:29])[O:23][C:22]2=[O:31])[CH:5]=[C:6]([F:20])[C:7]=1[N:8]1[CH2:13][CH2:12][CH:11](COS(C)(=O)=O)[CH2:10][CH2:9]1.[CH2:32]([N:39]1[CH2:44][CH2:43][N:42]([C:45]2[N:46]=[N:47][NH:48][N:49]=2)[CH2:41][CH2:40]1)[C:33]1[CH:38]=[CH:37][CH:36]=[CH:35][CH:34]=1.C([O-])([O-])=O.[K+].[K+]. The product is [CH2:32]([N:39]1[CH2:44][CH2:43][N:42]([C:45]2[N:49]=[N:48][N:47]([CH:11]3[CH2:10][CH2:9][N:8]([C:7]4[C:2]([F:1])=[CH:3][C:4]([N:21]5[CH2:25][C@H:24]([CH2:26][NH:27][C:28](=[O:30])[CH3:29])[O:23][C:22]5=[O:31])=[CH:5][C:6]=4[F:20])[CH2:13][CH2:12]3)[N:46]=2)[CH2:41][CH2:40]1)[C:33]1[CH:34]=[CH:35][CH:36]=[CH:37][CH:38]=1. The yield is 0.470. (5) The reactants are [C:1]1([CH3:12])[C:2]([C:7]([O:9][CH2:10][CH3:11])=[O:8])=[CH:3][CH:4]=[CH:5][CH:6]=1.C1C(=O)N([Br:20])C(=O)C1. The catalyst is C(Cl)(Cl)(Cl)Cl.C(OOC(=O)C1C=CC=CC=1)(=O)C1C=CC=CC=1. The product is [Br:20][CH2:12][C:1]1[CH:6]=[CH:5][CH:4]=[CH:3][C:2]=1[C:7]([O:9][CH2:10][CH3:11])=[O:8]. The yield is 0.990. (6) The reactants are [N:1]([O-])=O.[Na+].[Br:5][C:6]1[C:12]([F:13])=[CH:11][C:9]([NH2:10])=[C:8]([F:14])[CH:7]=1.Cl.[CH3:16][O:17][CH2:18][C:19](=[O:25])[CH2:20][C:21]([O:23][CH3:24])=[O:22].CC([O-])=O.[Na+]. The catalyst is O.CO. The product is [Br:5][C:6]1[C:12]([F:13])=[CH:11][C:9]([NH:10][N:1]=[C:20]([C:19](=[O:25])[CH2:18][O:17][CH3:16])[C:21]([O:23][CH3:24])=[O:22])=[C:8]([F:14])[CH:7]=1. The yield is 1.00. (7) The reactants are [CH3:1][O:2][C:3]1[C:8]2[N:9]=[C:10]([NH:12][C:13]([N:15]3[CH2:20][CH2:19][CH:18]([CH2:21][OH:22])[CH2:17][CH2:16]3)=[O:14])[S:11][C:7]=2[C:6]([N:23]2[CH2:28][CH2:27][O:26][CH2:25][CH2:24]2)=[CH:5][CH:4]=1.C(N(C(C)C)C(C)C)C.[CH3:38][S:39](Cl)(=[O:41])=[O:40]. The catalyst is C(Cl)Cl. The product is [CH3:1][O:2][C:3]1[C:8]2[N:9]=[C:10]([NH:12][C:13]([N:15]3[CH2:20][CH2:19][CH:18]([CH2:21][O:22][S:39]([CH3:38])(=[O:41])=[O:40])[CH2:17][CH2:16]3)=[O:14])[S:11][C:7]=2[C:6]([N:23]2[CH2:28][CH2:27][O:26][CH2:25][CH2:24]2)=[CH:5][CH:4]=1. The yield is 0.340. (8) The reactants are C[O:2][C:3]([C@@H:5]1[CH2:9][CH2:8][C@@H:7]([C:10]#[C:11][Si](C)(C)C)[NH:6]1)=[O:4].O[Li].O.[Cl:19][CH2:20][C:21](Cl)=[O:22]. The catalyst is O1CCCC1. The product is [Cl:19][CH2:20][C:21]([N:6]1[C@H:7]([C:10]#[CH:11])[CH2:8][CH2:9][C@H:5]1[C:3]([OH:2])=[O:4])=[O:22]. The yield is 0.860. (9) The reactants are [N:1]1([C:7]2[CH:12]=[CH:11][C:10]([NH:13][C:14]3[N:19]=[C:18]([CH2:20][CH2:21][C:22]4[CH:27]=[CH:26][CH:25]=[CH:24][C:23]=4[CH2:28][C:29]([NH2:31])=[O:30])[C:17]([C:32]([F:35])([F:34])[F:33])=[CH:16][N:15]=3)=[CH:9][CH:8]=2)[CH2:6][CH2:5][NH:4][CH2:3][CH2:2]1.C=O.[C:38](O[BH-](OC(=O)C)OC(=O)C)(=O)C.[Na+]. The catalyst is CO. The product is [CH3:38][N:4]1[CH2:5][CH2:6][N:1]([C:7]2[CH:12]=[CH:11][C:10]([NH:13][C:14]3[N:19]=[C:18]([CH2:20][CH2:21][C:22]4[CH:27]=[CH:26][CH:25]=[CH:24][C:23]=4[CH2:28][C:29]([NH2:31])=[O:30])[C:17]([C:32]([F:33])([F:35])[F:34])=[CH:16][N:15]=3)=[CH:9][CH:8]=2)[CH2:2][CH2:3]1. The yield is 0.970.